Predict the reactants needed to synthesize the given product. From a dataset of Full USPTO retrosynthesis dataset with 1.9M reactions from patents (1976-2016). (1) Given the product [Cl:1][C:2]1[CH:3]=[C:4]([C:9]2([O:23][CH2:24][CH3:25])[CH2:15][O:14][CH2:13][CH2:12][N:11]([C:16]([O:18][C:19]([CH3:20])([CH3:22])[CH3:21])=[O:17])[CH2:10]2)[CH:5]=[CH:6][C:7]=1[Cl:8], predict the reactants needed to synthesize it. The reactants are: [Cl:1][C:2]1[CH:3]=[C:4]([C:9]2([OH:23])[CH2:15][O:14][CH2:13][CH2:12][N:11]([C:16]([O:18][C:19]([CH3:22])([CH3:21])[CH3:20])=[O:17])[CH2:10]2)[CH:5]=[CH:6][C:7]=1[Cl:8].[CH2:24](I)[CH3:25]. (2) Given the product [CH3:32][O:19][C:18](=[O:20])[C:17]1[CH:21]=[CH:22][C:14]([C:11]2[CH2:10][C:9]([C:4]3[CH:5]=[C:6]([Cl:8])[CH:7]=[C:2]([Cl:1])[CH:3]=3)([C:24]([F:25])([F:27])[F:26])[O:13][N:12]=2)=[CH:15][C:16]=1[CH3:23], predict the reactants needed to synthesize it. The reactants are: [Cl:1][C:2]1[CH:3]=[C:4]([C:9]2([C:24]([F:27])([F:26])[F:25])[O:13][N:12]=[C:11]([C:14]3[CH:22]=[CH:21][C:17]([C:18]([OH:20])=[O:19])=[C:16]([CH3:23])[CH:15]=3)[CH2:10]2)[CH:5]=[C:6]([Cl:8])[CH:7]=1.S(Cl)(Cl)=O.[CH3:32]O. (3) Given the product [Cl:1][C:2]1[CH:3]=[C:4]([CH2:9][CH2:10][CH:11]([NH:12][S@:13]([C:15]([CH3:18])([CH3:17])[CH3:16])=[O:14])[CH3:19])[CH:5]=[CH:6][C:7]=1[Cl:8], predict the reactants needed to synthesize it. The reactants are: [Cl:1][C:2]1[CH:3]=[C:4]([CH2:9][CH2:10]/[CH:11]=[N:12]/[S@:13]([C:15]([CH3:18])([CH3:17])[CH3:16])=[O:14])[CH:5]=[CH:6][C:7]=1[Cl:8].[CH3:19][Mg]Br.C1COCC1. (4) Given the product [CH:61]1([N:25]2[CH2:24][CH:23]3[CH2:22][N:21]([C:19]([C:14]4[CH:15]=[C:16]5[C:11](=[CH:12][CH:13]=4)[CH2:10][N:9]([C:7]([CH:1]4[CH2:6][CH2:5][CH2:4][CH2:3][CH2:2]4)=[O:8])[CH2:18][CH2:17]5)=[O:20])[CH2:28][CH:27]3[CH2:26]2)[CH2:62][CH2:63][CH2:58]1, predict the reactants needed to synthesize it. The reactants are: [CH:1]1([C:7]([N:9]2[CH2:18][CH2:17][C:16]3[C:11](=[CH:12][CH:13]=[C:14]([C:19]([N:21]4[CH2:28][CH:27]5[CH:23]([CH2:24][NH:25][CH2:26]5)[CH2:22]4)=[O:20])[CH:15]=3)[CH2:10]2)=[O:8])[CH2:6][CH2:5][CH2:4][CH2:3][CH2:2]1.C(OC(N1C[CH:63]2[CH:62](CN(C(C3C=C4C(=CC=3)CN(C([CH:58]3[CH2:63][CH2:62][CH2:61]CC3)=O)CC4)=O)[CH2:58]2)[CH2:61]1)=O)(C)(C)C.C(O)(C(F)(F)F)=O. (5) Given the product [N+:13]([C:8]1[CH:9]=[CH:10][CH:11]=[CH:12][C:7]=1[CH2:6][N:5]1[CH2:16][CH2:17][O:18][CH2:2][C:3]1=[O:4])([O-:15])=[O:14], predict the reactants needed to synthesize it. The reactants are: Cl[CH2:2][C:3]([N:5]([CH2:16][CH2:17][OH:18])[CH2:6][C:7]1[CH:12]=[CH:11][CH:10]=[CH:9][C:8]=1[N+:13]([O-:15])=[O:14])=[O:4].[H-].[Na+].C(OCC)(=O)C.O.